This data is from Full USPTO retrosynthesis dataset with 1.9M reactions from patents (1976-2016). The task is: Predict the reactants needed to synthesize the given product. (1) Given the product [F:29][C:22]1[CH:21]=[CH:20][CH:19]=[CH:18][C:17]=1[C:16]([NH:15][C:3]1[C:2]([F:1])=[C:7]([F:8])[C:6]([C:9]([F:12])([F:11])[F:10])=[C:5]([F:13])[C:4]=1[F:14])=[O:23], predict the reactants needed to synthesize it. The reactants are: [F:1][C:2]1[C:7]([F:8])=[C:6]([C:9]([F:12])([F:11])[F:10])[C:5]([F:13])=[C:4]([F:14])[C:3]=1[NH:15][C:16](=[O:23])[C:17]1[CH:22]=[CH:21][CH:20]=[CH:19][CH:18]=1.[O-]S(C(F)(F)[F:29])(=O)=O.F[N+]1C(C)=CC(C)=CC=1C. (2) Given the product [CH:14]1([NH:17][C:18]2[N:20]=[C:24]([OH:25])[C:23]([C:21]#[N:22])=[C:7]([C:6]3[CH:9]=[CH:10][C:3]([C:2]([F:12])([F:11])[F:1])=[CH:4][CH:5]=3)[N:19]=2)[CH2:16][CH2:15]1, predict the reactants needed to synthesize it. The reactants are: [F:1][C:2]([F:12])([F:11])[C:3]1[CH:10]=[CH:9][C:6]([CH:7]=O)=[CH:5][CH:4]=1.Cl.[CH:14]1([NH:17][C:18]([NH2:20])=[NH:19])[CH2:16][CH2:15]1.[C:21]([CH2:23][C:24](OCC)=[O:25])#[N:22].C(=O)([O-])[O-].[K+].[K+].